Dataset: Catalyst prediction with 721,799 reactions and 888 catalyst types from USPTO. Task: Predict which catalyst facilitates the given reaction. (1) Reactant: [Li+].[OH-].C[O:4][C:5](=[O:26])[CH2:6][C:7]1[CH:12]=[CH:11][C:10]([NH:13][C:14]2[N:19]=[CH:18][C:17]3[N:20]=[CH:21][N:22]([CH3:23])[C:16]=3[CH:15]=2)=[C:9]([CH2:24][CH3:25])[CH:8]=1. Product: [CH2:24]([C:9]1[CH:8]=[C:7]([CH2:6][C:5]([OH:26])=[O:4])[CH:12]=[CH:11][C:10]=1[NH:13][C:14]1[N:19]=[CH:18][C:17]2[N:20]=[CH:21][N:22]([CH3:23])[C:16]=2[CH:15]=1)[CH3:25]. The catalyst class is: 24. (2) Reactant: [C:1]([O:8][C@H:9]([C:26]1[CH:31]=[CH:30][CH:29]=[CH:28][CH:27]=1)[CH2:10][NH:11][C:12]([C@@H:14]([CH2:23]C=C)[CH2:15][C:16]([O:18][C:19]([CH3:22])([CH3:21])[CH3:20])=[O:17])=[O:13])(=[O:7])[CH2:2][CH2:3][CH2:4][CH:5]=[CH2:6]. Product: [O:13]=[C:12]1[C@H:14]([CH2:15][C:16]([O:18][C:19]([CH3:22])([CH3:20])[CH3:21])=[O:17])[CH2:23][CH:6]=[CH:5][CH2:4][CH2:3][CH2:2][C:1](=[O:7])[O:8][C@H:9]([C:26]2[CH:31]=[CH:30][CH:29]=[CH:28][CH:27]=2)[CH2:10][NH:11]1. The catalyst class is: 11. (3) Reactant: [C:1]([N:8]1[CH2:13][CH2:12][NH:11][CH2:10][C@H:9]1[CH2:14][OH:15])([O:3][C:4]([CH3:7])([CH3:6])[CH3:5])=[O:2].C([O-])(O)=O.[Na+].Cl[C:22]([O:24][CH2:25][C:26]1[CH:31]=[CH:30][CH:29]=[CH:28][CH:27]=1)=[O:23]. Product: [C:4]([O:3][C:1]([N:8]1[CH2:13][CH2:12][N:11]([C:22]([O:24][CH2:25][C:26]2[CH:31]=[CH:30][CH:29]=[CH:28][CH:27]=2)=[O:23])[CH2:10][C@H:9]1[CH2:14][OH:15])=[O:2])([CH3:7])([CH3:6])[CH3:5]. The catalyst class is: 34.